Dataset: Forward reaction prediction with 1.9M reactions from USPTO patents (1976-2016). Task: Predict the product of the given reaction. Given the reactants [NH:1]1[CH:5]=[N:4][CH:3]=[N:2]1.Br[C:7]1[CH:12]=[CH:11][C:10]([Br:13])=[CH:9][N:8]=1.C([O-])([O-])=O.[K+].[K+].O, predict the reaction product. The product is: [Br:13][C:10]1[CH:11]=[CH:12][C:7]([N:1]2[CH:5]=[N:4][CH:3]=[N:2]2)=[N:8][CH:9]=1.